The task is: Predict the product of the given reaction.. This data is from Forward reaction prediction with 1.9M reactions from USPTO patents (1976-2016). (1) Given the reactants [CH3:1][C:2]1[C:3](=O)[C:4]2[C:21]([C:22](=O)[C:23]=1[CH3:24])=[CH:20][C:19]1[C:6](=[CH:7][C:8]3[C:17]([CH:18]=1)=[CH:16][C:15]1[C:14](=O)[C:13]([CH3:27])=[C:12]([CH3:28])[C:11](=O)[C:10]=1[CH:9]=3)[CH:5]=2.[NH2:31][C:32]1[CH:37]=[CH:36][CH:35]=[CH:34][CH:33]=1.[N:38]12[CH2:45][CH2:44]N(CC1)CC2, predict the reaction product. The product is: [C:32]1([N:31]=[C:11]2[C:10]3[C:15](=[CH:16][C:17]4[C:8]([CH:9]=3)=[CH:7][C:6]3[C:19](=[CH:20][C:21]5[C:22](=[N:31][C:32]6[CH:37]=[CH:36][CH:35]=[CH:34][CH:33]=6)[C:23]([CH3:24])=[C:2]([CH3:1])[C:3](=[N:31][C:32]6[CH:37]=[CH:36][CH:35]=[CH:34][CH:33]=6)[C:4]=5[CH:5]=3)[CH:18]=4)[C:14](=[N:38][C:45]3[CH:44]=[CH:22][CH:23]=[CH:2][CH:1]=3)[C:13]([CH3:27])=[C:12]2[CH3:28])[CH:37]=[CH:36][CH:35]=[CH:34][CH:33]=1. (2) Given the reactants C(=O)([O-])[O-:2].[Na+].[Na+].[OH-].[Na+].[CH3:9][O:10][C:11]1[CH:12]=[C:13]2[C:18](=[CH:19][C:20]=1[O:21][CH3:22])[N:17]=[CH:16][N:15]=[C:14]2[NH:23][C:24]1[CH:25]=[C:26]([OH:31])[CH:27]=[C:28]([CH3:30])[CH:29]=1.[O]N(S(=O)([O-])=O)S(=O)([O-])=O.[K+].[K+].[Cl-].[NH4+], predict the reaction product. The product is: [CH3:9][O:10][C:11]1[CH:12]=[C:13]2[C:18](=[CH:19][C:20]=1[O:21][CH3:22])[N:17]=[CH:16][N:15]=[C:14]2[NH:23][C:24]1[C:29]([C:28]([CH3:30])=[CH:27][C:26](=[O:31])[CH:25]=1)=[O:2]. (3) The product is: [Cl:1][C:2]1[CH:8]=[CH:7][C:5]([NH:6][C:27](=[O:28])[C:26]2[CH:30]=[CH:31][C:23]([C:21]#[N:22])=[CH:24][CH:25]=2)=[CH:4][C:3]=1[C:9]1[CH:14]=[CH:13][CH:12]=[CH:11][N:10]=1. Given the reactants [Cl:1][C:2]1[CH:8]=[CH:7][C:5]([NH2:6])=[CH:4][C:3]=1[C:9]1[CH:14]=[CH:13][CH:12]=[CH:11][N:10]=1.N1C=CC=CC=1.[C:21]([C:23]1[CH:31]=[CH:30][C:26]([C:27](Cl)=[O:28])=[CH:25][CH:24]=1)#[N:22], predict the reaction product. (4) Given the reactants Cl[C:2]1[N:10]=[CH:9][N:8]=[C:7]2[C:3]=1[N:4]=[CH:5][N:6]2[CH:11]1[CH2:16][CH2:15][CH2:14][CH2:13][O:12]1.ClC1N=CN=C2C=1NC=N2.[OH:27][C:28]1[CH:35]=[CH:34][C:31]([CH2:32][NH2:33])=[CH:30][CH:29]=1.C(N(CC)CC)C, predict the reaction product. The product is: [OH:27][C:28]1[CH:35]=[CH:34][C:31]([CH2:32][NH:33][C:2]2[N:10]=[CH:9][N:8]=[C:7]3[C:3]=2[N:4]=[CH:5][N:6]3[CH:11]2[CH2:16][CH2:15][CH2:14][CH2:13][O:12]2)=[CH:30][CH:29]=1. (5) Given the reactants Cl[C:2]1[N:11]=[C:10]([C:12]([NH:14][CH2:15][C:16]2[CH:21]=[C:20]([Cl:22])[CH:19]=[C:18]([Cl:23])[CH:17]=2)=[O:13])[C:9]([OH:24])=[C:8]2[C:3]=1[CH:4]=[CH:5][CH:6]=[N:7]2.[NH:25]1[CH2:30][CH2:29][O:28][CH2:27][CH2:26]1, predict the reaction product. The product is: [Cl:23][C:18]1[CH:17]=[C:16]([CH:21]=[C:20]([Cl:22])[CH:19]=1)[CH2:15][NH:14][C:12]([C:10]1[C:9]([OH:24])=[C:8]2[C:3]([CH:4]=[CH:5][CH:6]=[N:7]2)=[C:2]([N:25]2[CH2:30][CH2:29][O:28][CH2:27][CH2:26]2)[N:11]=1)=[O:13]. (6) Given the reactants [CH3:1][N:2]([S:21]([C:24]1[S:25][CH:26]=[CH:27][CH:28]=1)(=[O:23])=[O:22])[C:3]1[CH:4]=[CH:5][CH:6]=[C:7]2[C:11]=1[NH:10][C:9]([C:12]1[S:13][CH:14]([CH2:17]C(O)=O)[CH2:15][N:16]=1)=[CH:8]2.[CH2:29]([N:31]([CH2:34]C)CC)C.C1(P(N=[N+]=[N-])(C2C=CC=CC=2)=[O:43])C=CC=CC=1.CN(C)[CH:55]=[O:56], predict the reaction product. The product is: [CH3:55][O:56][C:29](=[O:43])[NH:31][CH2:34][CH2:17][CH:14]1[S:13][C:12]([C:9]2[NH:10][C:11]3[C:7]([CH:8]=2)=[CH:6][CH:5]=[CH:4][C:3]=3[N:2]([CH3:1])[S:21]([C:24]2[S:25][CH:26]=[CH:27][CH:28]=2)(=[O:22])=[O:23])=[N:16][CH2:15]1.